Predict the reactants needed to synthesize the given product. From a dataset of Full USPTO retrosynthesis dataset with 1.9M reactions from patents (1976-2016). (1) The reactants are: [Br:1][C:2]1[CH:3]=[C:4]([S:8](F)(=[O:10])=[O:9])[CH:5]=[CH:6][CH:7]=1.[C:12]1([Mg]Br)[CH:17]=[CH:16][CH:15]=[CH:14][CH:13]=1. Given the product [C:12]1([S:8]([C:4]2[CH:3]=[C:2]([Br:1])[CH:7]=[CH:6][CH:5]=2)(=[O:10])=[O:9])[CH:17]=[CH:16][CH:15]=[CH:14][CH:13]=1, predict the reactants needed to synthesize it. (2) Given the product [Cl:1][C:2]1[C:14]2[C:13]3[C:8](=[CH:9][CH:10]=[CH:11][CH:12]=3)[C@@:7]([C:16]([F:19])([F:18])[F:17])([OH:15])[C:6]=2[CH:5]=[C:4]([O:20][CH2:21][C@@H:22]([OH:23])[CH3:24])[CH:3]=1, predict the reactants needed to synthesize it. The reactants are: [Cl:1][C:2]1[C:14]2[C:13]3[C:8](=[CH:9][CH:10]=[CH:11][CH:12]=3)[C@@:7]([C:16]([F:19])([F:18])[F:17])([OH:15])[C:6]=2[CH:5]=[C:4]([O:20][CH2:21][C@@H:22]2[CH2:24][O:23]2)[CH:3]=1.C([BH-](CC)CC)C.[Li+].O1CCCC1.Cl.